Dataset: NCI-60 drug combinations with 297,098 pairs across 59 cell lines. Task: Regression. Given two drug SMILES strings and cell line genomic features, predict the synergy score measuring deviation from expected non-interaction effect. Drug 1: C(=O)(N)NO. Drug 2: CNC(=O)C1=NC=CC(=C1)OC2=CC=C(C=C2)NC(=O)NC3=CC(=C(C=C3)Cl)C(F)(F)F. Cell line: CCRF-CEM. Synergy scores: CSS=18.3, Synergy_ZIP=-2.65, Synergy_Bliss=4.28, Synergy_Loewe=-6.64, Synergy_HSA=-0.0736.